This data is from Forward reaction prediction with 1.9M reactions from USPTO patents (1976-2016). The task is: Predict the product of the given reaction. (1) Given the reactants [F:1][C:2]1[CH:3]=[C:4]([NH:12][C:13](SC)=[C:14]([S:17]([CH3:20])(=[O:19])=[O:18])[C:15]#[N:16])[CH:5]=[C:6]([C:8]([F:11])([F:10])[F:9])[CH:7]=1.[CH3:23][CH:24]([NH2:29])[C:25]([CH3:28])([CH3:27])[CH3:26], predict the reaction product. The product is: [F:1][C:2]1[CH:3]=[C:4]([NH:12][C:13]([NH:29][CH:24]([CH3:23])[C:25]([CH3:28])([CH3:27])[CH3:26])=[C:14]([S:17]([CH3:20])(=[O:19])=[O:18])[C:15]#[N:16])[CH:5]=[C:6]([C:8]([F:11])([F:10])[F:9])[CH:7]=1. (2) Given the reactants [Cl:1][C:2]1[CH:7]=[CH:6][N:5]=[C:4]2[N:8]([CH2:14][CH2:15][O:16][CH3:17])[CH:9]=[C:10]([C:11]([OH:13])=O)[C:3]=12.Cl.[F:19][C:20]1([F:28])[CH2:25][CH2:24][CH:23](NC)[CH2:22][CH2:21]1.CC[N:31]([CH2:34]C)CC.N1([OH:45])C2C=CC=CC=2N=N1.C(Cl)CCl, predict the reaction product. The product is: [F:28][C:20]1([F:19])[CH2:21][CH2:22][C:23]([CH2:34][NH:31][C:11]([C:10]2[C:3]3[C:4](=[N:5][CH:6]=[CH:7][C:2]=3[Cl:1])[N:8]([CH:14]3[CH2:17][O:16][CH2:15]3)[CH:9]=2)=[O:13])([OH:45])[CH2:24][CH2:25]1. (3) Given the reactants [NH:1](C(OC(C)(C)C)=O)[CH2:2][C:3]([NH:5][C@@H:6]([C:14]([NH:16][CH2:17][C:18]([NH:20][C@H:21]([C:26]([NH:28][C@H:29]([C:37]([NH:39][C@H:40]([C:44]([O:46]C)=[O:45])[CH:41]([CH3:43])[CH3:42])=[O:38])[CH2:30][C:31]1[CH:36]=[CH:35][CH:34]=[CH:33][CH:32]=1)=[O:27])[CH2:22][C:23](=[O:25])[OH:24])=[O:19])=[O:15])[CH2:7][CH2:8][CH2:9][NH:10][C:11](=[NH:13])[NH2:12])=[O:4].[OH-].[Na+], predict the reaction product. The product is: [NH2:1][CH2:2][C:3]([NH:5][C@@H:6]([C:14]([NH:16][CH2:17][C:18]([NH:20][C@H:21]([C:26]([NH:28][C@H:29]([C:37]([NH:39][C@H:40]([C:44]([OH:46])=[O:45])[CH:41]([CH3:43])[CH3:42])=[O:38])[CH2:30][C:31]1[CH:36]=[CH:35][CH:34]=[CH:33][CH:32]=1)=[O:27])[CH2:22][C:23](=[O:24])[OH:25])=[O:19])=[O:15])[CH2:7][CH2:8][CH2:9][NH:10][C:11](=[NH:12])[NH2:13])=[O:4].